From a dataset of Forward reaction prediction with 1.9M reactions from USPTO patents (1976-2016). Predict the product of the given reaction. (1) Given the reactants [NH2:1][CH2:2][C@H:3]1[N:8]([C:9]([C:11]2[N:12]=[C:13]([CH3:23])[S:14][C:15]=2[C:16]2[CH:17]=[C:18]([CH3:22])[CH:19]=[CH:20][CH:21]=2)=[O:10])[CH2:7][C@H:6]2[C@@H:4]1[CH2:5]2.CCN(C(C)C)C(C)C.[Cl:33][C:34]1[S:35][C:36]2[C:37](=[C:39]([C:43](Cl)=[O:44])[CH:40]=[CH:41][CH:42]=2)[N:38]=1, predict the reaction product. The product is: [CH3:23][C:13]1[S:14][C:15]([C:16]2[CH:17]=[C:18]([CH3:22])[CH:19]=[CH:20][CH:21]=2)=[C:11]([C:9]([N:8]2[CH2:7][C@H:6]3[C@H:4]([CH2:5]3)[C@H:3]2[CH2:2][NH:1][C:43]([C:39]2[CH:40]=[CH:41][CH:42]=[C:36]3[S:35][C:34]([Cl:33])=[N:38][C:37]=23)=[O:44])=[O:10])[N:12]=1. (2) Given the reactants [NH2:1][C@@H:2]1[C:11]2[C:6](=[CH:7][CH:8]=[CH:9][CH:10]=2)[C@H:5]([OH:12])[CH2:4][CH2:3]1.[H-].[Na+].F[C:16]1[CH:17]=[CH:18][C:19]2[N:20]([C:22]([N:25]3[CH2:29][CH2:28][C@H:27]([O:30][Si:31]([CH:38]([CH3:40])[CH3:39])([CH:35]([CH3:37])[CH3:36])[CH:32]([CH3:34])[CH3:33])[CH2:26]3)=[N:23][N:24]=2)[CH:21]=1.N, predict the reaction product. The product is: [CH:38]([Si:31]([CH:32]([CH3:34])[CH3:33])([CH:35]([CH3:37])[CH3:36])[O:30][C@H:27]1[CH2:28][CH2:29][N:25]([C:22]2[N:20]3[CH:21]=[C:16]([O:12][C@H:5]4[C:6]5[C:11](=[CH:10][CH:9]=[CH:8][CH:7]=5)[C@@H:2]([NH2:1])[CH2:3][CH2:4]4)[CH:17]=[CH:18][C:19]3=[N:24][N:23]=2)[CH2:26]1)([CH3:40])[CH3:39]. (3) The product is: [CH2:16]([O:15][C:13](=[O:14])[CH2:12][NH:10][CH2:9][C:5]1[CH:6]=[CH:7][CH:8]=[C:3]([O:2][CH3:1])[CH:4]=1)[CH3:17]. Given the reactants [CH3:1][O:2][C:3]1[CH:4]=[C:5]([CH2:9][NH2:10])[CH:6]=[CH:7][CH:8]=1.Br[CH2:12][C:13]([O:15][CH2:16][CH3:17])=[O:14].C([O-])(O)=O.[Na+].C(N(CC)CC)C, predict the reaction product. (4) Given the reactants [N:1]1([C@H:6]2[CH2:10][CH2:9][CH2:8][C@H:7]2[NH2:11])[CH2:5][CH2:4][CH2:3][CH2:2]1.[CH:12]1([C:15]2[CH:23]=[CH:22][CH:21]=[C:20]([CH2:24][CH3:25])[C:16]=2[C:17](O)=[O:18])[CH2:14][CH2:13]1, predict the reaction product. The product is: [CH:12]1([C:15]2[CH:23]=[CH:22][CH:21]=[C:20]([CH2:24][CH3:25])[C:16]=2[C:17]([NH:11][C@@H:7]2[CH2:8][CH2:9][CH2:10][C@@H:6]2[N:1]2[CH2:2][CH2:3][CH2:4][CH2:5]2)=[O:18])[CH2:13][CH2:14]1. (5) Given the reactants [Cl:1][C:2]1[N:7]=[CH:6][C:5]([CH2:8][C:9]([OH:11])=[O:10])=[CH:4][CH:3]=1.O=S(Cl)Cl.[CH3:16]O, predict the reaction product. The product is: [Cl:1][C:2]1[N:7]=[CH:6][C:5]([CH2:8][C:9]([O:11][CH3:16])=[O:10])=[CH:4][CH:3]=1.